From a dataset of Reaction yield outcomes from USPTO patents with 853,638 reactions. Predict the reaction yield, written as a fraction of the theoretical maximum amount of product (1.0 means a 100% yield; for example, 0.34 means a 34% yield). (1) The reactants are CCN(C(C)C)C(C)C.[C:10]1([C:16]2[NH:20][N:19]=[C:18]([C:21]([NH:23][CH2:24][C:25]([OH:27])=O)=[O:22])[CH:17]=2)[CH:15]=[CH:14][CH:13]=[CH:12][CH:11]=1.C1C=CC2N(O)N=NC=2C=1.CCN=C=NCCCN(C)C.Cl.Cl.Cl.[F:52][C:53]1[CH:58]=[CH:57][C:56]([NH:59][CH:60]2[CH2:65][CH2:64][NH:63][CH2:62][CH2:61]2)=[C:55]([C:66]([F:69])([F:68])[F:67])[CH:54]=1.Cl.Cl.N1CCC(NC2C=CC=CC=2C(F)(F)F)CC1. The catalyst is CN(C=O)C.O. The product is [F:52][C:53]1[CH:58]=[CH:57][C:56]([NH:59][CH:60]2[CH2:61][CH2:62][N:63]([C:25](=[O:27])[CH2:24][NH:23][C:21]([C:18]3[CH:17]=[C:16]([C:10]4[CH:11]=[CH:12][CH:13]=[CH:14][CH:15]=4)[NH:20][N:19]=3)=[O:22])[CH2:64][CH2:65]2)=[C:55]([C:66]([F:69])([F:67])[F:68])[CH:54]=1. The yield is 0.360. (2) The reactants are [Cl:1][C:2]1[CH:10]=[CH:9][CH:8]=[C:7]([F:11])[C:3]=1[C:4]([OH:6])=O.C1N=CN(C(N2C=NC=C2)=O)C=1.[CH2:24]([N:28]1[C:36]2[N:35]=[C:34]([Cl:37])[NH:33][C:32]=2[C:31](=[O:38])[N:30]([CH2:39][CH2:40][CH2:41][CH2:42]/[C:43](=[N:46]/[H])/[NH:44]O)[C:29]1=[O:48])[CH2:25][CH2:26][CH3:27]. The catalyst is CS(C)=O. The product is [CH2:24]([N:28]1[C:36]2[N:35]=[C:34]([Cl:37])[NH:33][C:32]=2[C:31](=[O:38])[N:30]([CH2:39][CH2:40][CH2:41][CH2:42][C:43]2[N:44]=[C:4]([C:3]3[C:7]([F:11])=[CH:8][CH:9]=[CH:10][C:2]=3[Cl:1])[O:6][N:46]=2)[C:29]1=[O:48])[CH2:25][CH2:26][CH3:27]. The yield is 0.0500. (3) The reactants are [ClH:1].O1CCOCC1.[N:8]1[CH:13]=[CH:12][CH:11]=[C:10]([O:14][CH2:15][CH:16]2[CH2:21][N:20](C(OC(C)(C)C)=O)[CH2:19][CH2:18][N:17]2[C:29]([O:31][CH:32]2[CH2:37][CH2:36][N:35]([C:38]([O:40][CH2:41][C:42]3[CH:47]=[CH:46][CH:45]=[CH:44][CH:43]=3)=[O:39])[CH2:34][CH2:33]2)=[O:30])[CH:9]=1. The catalyst is CO. The product is [ClH:1].[ClH:1].[N:8]1[CH:13]=[CH:12][CH:11]=[C:10]([O:14][CH2:15][CH:16]2[CH2:21][NH:20][CH2:19][CH2:18][N:17]2[C:29]([O:31][CH:32]2[CH2:37][CH2:36][N:35]([C:38]([O:40][CH2:41][C:42]3[CH:47]=[CH:46][CH:45]=[CH:44][CH:43]=3)=[O:39])[CH2:34][CH2:33]2)=[O:30])[CH:9]=1. The yield is 1.00. (4) The reactants are [NH2:1][C:2]([NH:4][C:5]1[N:14]=[CH:13][C:12]2[CH:11]=[CH:10][C:9]3[C:15]([C:19]([O:21]CC)=O)=[N:16][N:17]([CH3:18])[C:8]=3[C:7]=2[N:6]=1)=[O:3].CO.C[N:27](C)C=O.[OH-].[NH4+]. No catalyst specified. The product is [NH2:1][C:2]([NH:4][C:5]1[N:14]=[CH:13][C:12]2[CH:11]=[CH:10][C:9]3[C:15]([C:19]([NH2:27])=[O:21])=[N:16][N:17]([CH3:18])[C:8]=3[C:7]=2[N:6]=1)=[O:3]. The yield is 0.500. (5) The reactants are [F:1][C:2]1[CH:7]=[CH:6][C:5]([N:8]2[C:11](=[O:12])[C@H:10]([S:13][CH2:14][C:15]([C:17]3[CH:22]=[CH:21][C:20]([F:23])=[CH:19][CH:18]=3)=[O:16])[C@H:9]2[C:24]2[CH:45]=[CH:44][C:27]([O:28][CH2:29][C:30]([NH:32][CH2:33][C:34]([NH:36][C@H:37]([C:41]([OH:43])=[O:42])[C@@H:38]([CH3:40])[OH:39])=[O:35])=[O:31])=[CH:26][CH:25]=2)=[CH:4][CH:3]=1.[BH4-].[Na+]. The catalyst is CO.C(O)(=O)C. The product is [F:1][C:2]1[CH:7]=[CH:6][C:5]([N:8]2[C:11](=[O:12])[C@H:10]([S:13][CH2:14][CH:15]([C:17]3[CH:18]=[CH:19][C:20]([F:23])=[CH:21][CH:22]=3)[OH:16])[C@H:9]2[C:24]2[CH:45]=[CH:44][C:27]([O:28][CH2:29][C:30]([NH:32][CH2:33][C:34]([NH:36][C@H:37]([C:41]([OH:43])=[O:42])[C@@H:38]([CH3:40])[OH:39])=[O:35])=[O:31])=[CH:26][CH:25]=2)=[CH:4][CH:3]=1. The yield is 0.850.